This data is from Forward reaction prediction with 1.9M reactions from USPTO patents (1976-2016). The task is: Predict the product of the given reaction. (1) The product is: [NH2:39][C:40]1([C:44]2[CH:49]=[CH:48][C:47]([C:50]3[C:51]([C:67]4[CH:68]=[CH:69][CH:70]=[CH:71][CH:72]=4)=[CH:52][C:53]4[N:58]([CH2:59][C:60]#[N:61])[C:57](=[O:62])[CH:56]([CH2:63][O:64][CH3:65])[O:55][C:54]=4[N:66]=3)=[CH:46][CH:45]=2)[CH2:41][CH2:42][CH2:43]1. Given the reactants NC1(C2C=CC(C3C(C4C=CC=CC=4)=CC4N(CCC#N)C(=O)COC=4N=3)=CC=2)CCC1.C(OC(=O)[NH:39][C:40]1([C:44]2[CH:49]=[CH:48][C:47]([C:50]3[C:51]([C:67]4[CH:72]=[CH:71][CH:70]=[CH:69][CH:68]=4)=[CH:52][C:53]4[N:58]([CH2:59][C:60]#[N:61])[C:57](=[O:62])[CH:56]([CH2:63][O:64][CH3:65])[O:55][C:54]=4[N:66]=3)=[CH:46][CH:45]=2)[CH2:43][CH2:42][CH2:41]1)(C)(C)C, predict the reaction product. (2) Given the reactants [Br:1][C:2]1[CH:3]=[C:4]2[C:9](=[CH:10][CH:11]=1)[N:8]([C:12](=[O:17])[C:13]([F:16])([F:15])[F:14])[C@@H:7]([CH3:18])[CH2:6][NH:5]2.C(N(CC)C(C)C)(C)C.[O:28]1[CH:32]=[CH:31][CH:30]=[C:29]1[C:33](Cl)=[O:34], predict the reaction product. The product is: [Br:1][C:2]1[CH:3]=[C:4]2[C:9](=[CH:10][CH:11]=1)[N:8]([C:12](=[O:17])[C:13]([F:14])([F:16])[F:15])[C@@H:7]([CH3:18])[CH2:6][N:5]2[C:33]([C:29]1[O:28][CH:32]=[CH:31][CH:30]=1)=[O:34]. (3) Given the reactants [CH2:1]([O:8]C1(C(N)=O)CC1)[C:2]1[CH:7]=[CH:6][CH:5]=[CH:4][CH:3]=1.[CH:15]1([C:18]2[N:22]([CH3:23])[C:21]([CH:24]=[O:25])=[CH:20][N:19]=2)[CH2:17][CH2:16]1, predict the reaction product. The product is: [CH2:1]([O:8][C:15]1([C:18]2[N:22]([CH3:23])[C:21]([CH:24]=[O:25])=[CH:20][N:19]=2)[CH2:17][CH2:16]1)[C:2]1[CH:7]=[CH:6][CH:5]=[CH:4][CH:3]=1. (4) Given the reactants [CH2:1]([OH:4])[CH2:2][OH:3].[H-].[Na+].[Si:7](Cl)([C:10]([CH3:13])([CH3:12])[CH3:11])([CH3:9])[CH3:8].P([O-])([O-])([O-])=O, predict the reaction product. The product is: [Si:7]([O:3][CH2:2][CH2:1][OH:4])([C:10]([CH3:13])([CH3:12])[CH3:11])([CH3:9])[CH3:8]. (5) Given the reactants [CH2:1]([S:8]([NH:11][NH:12][C:13]1[C:14](=[O:24])[N:15]([CH2:20][CH2:21][CH2:22]Br)[C:16]([CH3:19])=[CH:17][N:18]=1)(=[O:10])=[O:9])[C:2]1[CH:7]=[CH:6][CH:5]=[CH:4][CH:3]=1.[NH2:25][C:26]1[CH:31]=[CH:30][N:29]=[CH:28][CH:27]=1.N1C(C)=CC=CC=1C, predict the reaction product. The product is: [CH2:1]([S:8]([NH:11][NH:12][C:13]1[C:14](=[O:24])[N:15]([CH2:20][CH2:21][CH2:22][C:28]2[CH:27]=[C:26]([NH2:25])[CH:31]=[CH:30][N:29]=2)[C:16]([CH3:19])=[CH:17][N:18]=1)(=[O:10])=[O:9])[C:2]1[CH:7]=[CH:6][CH:5]=[CH:4][CH:3]=1.